Predict the product of the given reaction. From a dataset of Forward reaction prediction with 1.9M reactions from USPTO patents (1976-2016). The product is: [C:8]([C@@H:12]1[CH2:13][CH2:14][C@H:15]([NH:18][C:26]2[N:25]3[N:30]=[CH:31][N:32]=[C:24]3[N:23]=[C:22]([CH:20]([F:19])[CH3:21])[C:27]=2[Cl:28])[CH2:16][CH2:17]1)([CH3:11])([CH3:9])[CH3:10]. Given the reactants C(N(CC)CC)C.[C:8]([C@@H:12]1[CH2:17][CH2:16][C@H:15]([NH2:18])[CH2:14][CH2:13]1)([CH3:11])([CH3:10])[CH3:9].[F:19][CH:20]([C:22]1[C:27]([Cl:28])=[C:26](Cl)[N:25]2[N:30]=[CH:31][N:32]=[C:24]2[N:23]=1)[CH3:21], predict the reaction product.